Binary Classification. Given a drug SMILES string, predict its activity (active/inactive) in a high-throughput screening assay against a specified biological target. From a dataset of Cav3 T-type calcium channel HTS with 100,875 compounds. (1) The result is 0 (inactive). The drug is Clc1nc(N2N=CC(/C2=O)=C\Nc2cc(ccc2)C(F)(F)F)ccc1. (2) The compound is O(c1cc(CNc2n(CCN(CC)CC)c3c(n2)cccc3)ccc1)C. The result is 0 (inactive).